The task is: Predict the reaction yield, written as a fraction of the theoretical maximum amount of product (1.0 means a 100% yield; for example, 0.34 means a 34% yield).. This data is from Reaction yield outcomes from USPTO patents with 853,638 reactions. (1) The reactants are Br[C:2]1[CH:11]=[C:10]2[C:5]([CH:6]=[C:7]([NH:12][C:13]([CH:15]3[CH2:17][CH2:16]3)=[O:14])[N:8]=[CH:9]2)=[CH:4][CH:3]=1.N1C2C(=CC=C3C=2N=CC=C3)C=CC=1.C(=O)([O-])[O-].[Cs+].[Cs+].[NH2:38][CH2:39][CH2:40][OH:41]. The catalyst is [Cu]I. The product is [OH:41][CH2:40][CH2:39][NH:38][C:2]1[CH:11]=[C:10]2[C:5]([CH:6]=[C:7]([NH:12][C:13]([CH:15]3[CH2:17][CH2:16]3)=[O:14])[N:8]=[CH:9]2)=[CH:4][CH:3]=1. The yield is 0.170. (2) The reactants are C([Li])CCC.[Br-].[F:7][C:8]1[CH:33]=[C:32]([F:34])[CH:31]=[CH:30][C:9]=1[CH2:10][P+](C1C=CC=CC=1)(C1C=CC=CC=1)C1C=CC=CC=1.[F:35][C:36]1[CH:41]=[CH:40][C:39]([S:42]([C:45]2[CH:52]=[CH:51][C:48]([CH:49]=O)=[CH:47][CH:46]=2)(=[O:44])=[O:43])=[CH:38][CH:37]=1.FC1C=CC(S)=CC=1. The catalyst is O1CCCC1.C(OCC)(=O)C.O. The product is [F:7][C:8]1[CH:33]=[C:32]([F:34])[CH:31]=[CH:30][C:9]=1/[CH:10]=[CH:49]/[C:48]1[CH:47]=[CH:46][C:45]([S:42]([C:39]2[CH:40]=[CH:41][C:36]([F:35])=[CH:37][CH:38]=2)(=[O:44])=[O:43])=[CH:52][CH:51]=1. The yield is 0.220. (3) The reactants are [CH3:1][N:2]1[C:6]([C:7]2[CH:8]=[C:9]([C@@H:13]([NH:17][C:18](=[O:24])[O:19][C:20]([CH3:23])([CH3:22])[CH3:21])[CH2:14][CH:15]=[CH2:16])[CH:10]=[N:11][CH:12]=2)=[C:5]([N+:25]([O-])=O)[CH:4]=[N:3]1.O.[NH4+].[Cl-]. The catalyst is CC(C)=O.[Zn]. The product is [NH2:25][C:5]1[CH:4]=[N:3][N:2]([CH3:1])[C:6]=1[C:7]1[CH:8]=[C:9]([C@@H:13]([NH:17][C:18](=[O:24])[O:19][C:20]([CH3:22])([CH3:21])[CH3:23])[CH2:14][CH:15]=[CH2:16])[CH:10]=[N:11][CH:12]=1. The yield is 0.650. (4) The reactants are [CH:1]1[C:6]2[CH2:7][CH2:8][CH2:9][CH2:10][C:11](=[O:12])[C:5]=2[CH:4]=[CH:3][CH:2]=1.CO[CH:15](OC)[N:16]([CH3:18])[CH3:17]. No catalyst specified. The product is [CH3:15][N:16](/[CH:18]=[C:10]1/[C:11](=[O:12])[C:5]2[CH:4]=[CH:3][CH:2]=[CH:1][C:6]=2[CH2:7][CH2:8][CH2:9]/1)[CH3:17]. The yield is 0.820.